From a dataset of Reaction yield outcomes from USPTO patents with 853,638 reactions. Predict the reaction yield, written as a fraction of the theoretical maximum amount of product (1.0 means a 100% yield; for example, 0.34 means a 34% yield). (1) The reactants are [CH3:1][C:2]1[CH:11]=[C:10]([CH3:12])[C:9]([C:13]2[NH:17][CH:16]3[CH2:18][O:19][CH2:20][CH:15]3[N:14]=2)=[CH:8][C:3]=1[C:4](OC)=[O:5].Cl.[NH:22]1[CH2:27][CH2:26][CH:25]([C:28]2[CH:35]=[CH:34][C:31]([C:32]#[N:33])=[CH:30][CH:29]=2)[CH2:24][CH2:23]1.CCN=C=NCCCN(C)C.Cl. The catalyst is CN(C)C=O.CN(C)C1C=CN=CC=1.C(OCC)(=O)C. The product is [CH3:1][C:2]1[CH:11]=[C:10]([CH3:12])[C:9]([C:13]2[NH:17][CH:16]3[CH2:18][O:19][CH2:20][CH:15]3[N:14]=2)=[CH:8][C:3]=1[C:4]([N:22]1[CH2:27][CH2:26][CH:25]([C:28]2[CH:35]=[CH:34][C:31]([C:32]#[N:33])=[CH:30][CH:29]=2)[CH2:24][CH2:23]1)=[O:5]. The yield is 0.120. (2) The reactants are [CH3:1][C:2]1[CH:10]=[CH:9][CH:8]=[C:7]2[C:3]=1[CH2:4][C:5](=[O:11])[NH:6]2.[I:12]N1C(=O)CCC1=O. The catalyst is C(O)(=O)C.O. The product is [I:12][C:10]1[C:2]([CH3:1])=[C:3]2[C:7](=[CH:8][CH:9]=1)[NH:6][C:5](=[O:11])[CH2:4]2. The yield is 0.880.